Dataset: Reaction yield outcomes from USPTO patents with 853,638 reactions. Task: Predict the reaction yield, written as a fraction of the theoretical maximum amount of product (1.0 means a 100% yield; for example, 0.34 means a 34% yield). (1) The reactants are [CH2:1]([NH:3][C:4]1[S:5][C@H:6]2[O:12][C@H:11]([CH2:13]O)[C@@H:10]([OH:15])[C@H:9]([OH:16])[C@H:7]2[N:8]=1)[CH3:2].[Cl:17]N1C(=O)CCC1=O.C1(P(C2C=CC=CC=2)C2C=CC=CC=2)C=CC=CC=1. The catalyst is CN(C)C=O. The product is [Cl:17][CH2:13][C@H:11]1[O:12][C@H:6]2[C@H:7]([N:8]=[C:4]([NH:3][CH2:1][CH3:2])[S:5]2)[C@@H:9]([OH:16])[C@@H:10]1[OH:15]. The yield is 0.120. (2) The reactants are I[C:2]1[CH:3]=[C:4]([CH:9]=[CH:10][CH:11]=1)[C:5]([O:7][CH3:8])=[O:6].[C:12]1([C:18]#[CH:19])[CH:17]=[CH:16][CH:15]=[CH:14][CH:13]=1.N1CCCCC1.C(Cl)Cl. The catalyst is Cl[Pd](Cl)([P](C1C=CC=CC=1)(C1C=CC=CC=1)C1C=CC=CC=1)[P](C1C=CC=CC=1)(C1C=CC=CC=1)C1C=CC=CC=1.O. The product is [C:12]1([C:18]#[C:19][C:2]2[CH:3]=[C:4]([CH:9]=[CH:10][CH:11]=2)[C:5]([O:7][CH3:8])=[O:6])[CH:17]=[CH:16][CH:15]=[CH:14][CH:13]=1. The yield is 1.00. (3) The reactants are [NH:1]1[C:5]2[CH:6]=[CH:7][C:8]([C:10]([OH:12])=O)=[CH:9][C:4]=2[N:3]=[CH:2]1.[CH3:13][N:14]1[CH:18]=[C:17]([C:19]2[CH:20]=[CH:21][C:22]3[CH2:23][C@H:24]4[C@@H:29]([C:30]=3[CH:31]=2)[CH2:28][CH2:27][CH2:26][NH:25]4)[CH:16]=[N:15]1. No catalyst specified. The product is [NH:1]1[C:5]2[CH:6]=[CH:7][C:8]([C:10]([N:25]3[CH2:26][CH2:27][CH2:28][C@@H:29]4[C:30]5[CH:31]=[C:19]([C:17]6[CH:16]=[N:15][N:14]([CH3:13])[CH:18]=6)[CH:20]=[CH:21][C:22]=5[CH2:23][C@H:24]34)=[O:12])=[CH:9][C:4]=2[N:3]=[CH:2]1. The yield is 0.780. (4) The reactants are C1COCC1.[F:6][C:7]1[CH:12]=[CH:11][CH:10]=[C:9]([F:13])[C:8]=1[N:14]1[C:19]2[N:20]=[C:21]([NH:39][CH2:40][C:41]3[NH:42][CH:43]=[CH:44][N:45]=3)[N:22]=[C:23]([C:24]3[CH:25]=[C:26]([CH:35]=[CH:36][C:37]=3[CH3:38])[C:27]([NH:29][C:30]3[S:31][CH:32]=[CH:33][N:34]=3)=[O:28])[C:18]=2[CH:17]=[CH:16][C:15]1=[O:46].[CH3:47][C:48]1[CH:53]=[CH:52][C:51]([S:54]([OH:57])(=[O:56])=[O:55])=[CH:50][CH:49]=1. The catalyst is O. The product is [CH3:47][C:48]1[CH:49]=[CH:50][C:51]([S:54]([OH:57])(=[O:56])=[O:55])=[CH:52][CH:53]=1.[F:6][C:7]1[CH:12]=[CH:11][CH:10]=[C:9]([F:13])[C:8]=1[N:14]1[C:19]2[N:20]=[C:21]([NH:39][CH2:40][C:41]3[NH:45][CH:44]=[CH:43][N:42]=3)[N:22]=[C:23]([C:24]3[CH:25]=[C:26]([CH:35]=[CH:36][C:37]=3[CH3:38])[C:27]([NH:29][C:30]3[S:31][CH:32]=[CH:33][N:34]=3)=[O:28])[C:18]=2[CH:17]=[CH:16][C:15]1=[O:46]. The yield is 0.329. (5) The reactants are [C:1]([C:3]1[CH:4]=[CH:5][C:6]([NH2:9])=[N:7][CH:8]=1)#[CH:2].[CH2:10]([O:17][C:18]1[CH:23]=[CH:22][C:21]([CH2:24][C:25](Cl)=[N:26][OH:27])=[CH:20][CH:19]=1)[C:11]1[CH:16]=[CH:15][CH:14]=[CH:13][CH:12]=1.C(N(CC)CC)C. The catalyst is O1CCCC1. The product is [CH2:10]([O:17][C:18]1[CH:23]=[CH:22][C:21]([CH2:24][C:25]2[CH:2]=[C:1]([C:3]3[CH:4]=[CH:5][C:6]([NH2:9])=[N:7][CH:8]=3)[O:27][N:26]=2)=[CH:20][CH:19]=1)[C:11]1[CH:12]=[CH:13][CH:14]=[CH:15][CH:16]=1. The yield is 0.0300. (6) The reactants are Br[C:2]1[CH:7]=[CH:6][CH:5]=[C:4]([Cl:8])[C:3]=1[Cl:9].C([Mg]Cl)(C)C.[N:15]1[CH:20]=[CH:19][CH:18]=[CH:17][CH:16]=1.[C:21](Cl)(=[O:30])[O:22][CH2:23][C:24]1[CH:29]=[CH:28][CH:27]=[CH:26][CH:25]=1. The catalyst is C1COCC1.[Cu]I. The product is [Cl:9][C:3]1[C:4]([Cl:8])=[CH:5][CH:6]=[CH:7][C:2]=1[CH:18]1[CH:19]=[CH:20][N:15]([C:21]([O:22][CH2:23][C:24]2[CH:29]=[CH:28][CH:27]=[CH:26][CH:25]=2)=[O:30])[CH:16]=[CH:17]1. The yield is 0.760. (7) The reactants are C(OC([NH:8][C@@H:9]([CH2:25][C:26]1[CH:31]=[CH:30][C:29]([OH:32])=[C:28]([OH:33])[CH:27]=1)[C:10]([O:12][CH2:13][C@H:14]([O:16][C:17]([C:19]1[CH:24]=[CH:23][CH:22]=[CH:21][CH:20]=1)=[O:18])[CH3:15])=[O:11])=O)(C)(C)C.[ClH:34]. The catalyst is O1CCOCC1. The product is [ClH:34].[NH2:8][C@@H:9]([CH2:25][C:26]1[CH:31]=[CH:30][C:29]([OH:32])=[C:28]([OH:33])[CH:27]=1)[C:10]([O:12][CH2:13][C@H:14]([O:16][C:17]([C:19]1[CH:24]=[CH:23][CH:22]=[CH:21][CH:20]=1)=[O:18])[CH3:15])=[O:11]. The yield is 0.870. (8) The reactants are Br[C:2]1[CH:10]=[CH:9][CH:8]=[C:7]2[C:3]=1[CH:4]=[CH:5][N:6]2[S:11]([C:14]1[CH:19]=[CH:18][CH:17]=[CH:16][C:15]=1[CH3:20])(=[O:13])=[O:12].[CH3:21][CH:22]1[NH:27][CH2:26][CH2:25][NH:24][CH2:23]1. No catalyst specified. The product is [CH3:21][CH:22]1[NH:27][CH2:26][CH2:25][N:24]([C:2]2[CH:10]=[CH:9][CH:8]=[C:7]3[C:3]=2[CH:4]=[CH:5][N:6]3[S:11]([C:14]2[CH:19]=[CH:18][CH:17]=[CH:16][C:15]=2[CH3:20])(=[O:13])=[O:12])[CH2:23]1. The yield is 0.380. (9) The reactants are [C:1]([N:20]1[CH:24]=[CH:23][N:22]=[C:21]1[CH2:25][CH2:26][CH2:27][OH:28])([C:14]1[CH:19]=[CH:18][CH:17]=[CH:16][CH:15]=1)([C:8]1[CH:13]=[CH:12][CH:11]=[CH:10][CH:9]=1)[C:2]1[CH:7]=[CH:6][CH:5]=[CH:4][CH:3]=1.CC(OI1(OC(C)=O)(OC(C)=O)OC(=O)C2C=CC=CC1=2)=O. The catalyst is C(Cl)Cl.CCOC(C)=O. The product is [C:1]([N:20]1[CH:24]=[CH:23][N:22]=[C:21]1[CH2:25][CH2:26][CH:27]=[O:28])([C:14]1[CH:15]=[CH:16][CH:17]=[CH:18][CH:19]=1)([C:8]1[CH:9]=[CH:10][CH:11]=[CH:12][CH:13]=1)[C:2]1[CH:7]=[CH:6][CH:5]=[CH:4][CH:3]=1. The yield is 0.890. (10) The reactants are [CH:1]([C:4]1[CH:10]=[CH:9][C:7]([NH2:8])=[CH:6][CH:5]=1)([CH3:3])[CH3:2].Cl[C:12]([O:14][C:15]1[CH:20]=[CH:19][C:18]([N+:21]([O-:23])=[O:22])=[CH:17][CH:16]=1)=[O:13]. The catalyst is C(Cl)Cl.N1C=CC=CC=1. The product is [N+:21]([C:18]1[CH:17]=[CH:16][C:15]([O:14][C:12](=[O:13])[NH:8][C:7]2[CH:9]=[CH:10][C:4]([CH:1]([CH3:3])[CH3:2])=[CH:5][CH:6]=2)=[CH:20][CH:19]=1)([O-:23])=[O:22]. The yield is 0.950.